Predict the product of the given reaction. From a dataset of Forward reaction prediction with 1.9M reactions from USPTO patents (1976-2016). (1) Given the reactants F[C:2](F)(F)C(O)=O.ICI.[F:11][C:12]([F:21])([CH2:18][CH:19]=[CH2:20])[C:13]([O:15][CH2:16][CH3:17])=[O:14].Cl, predict the reaction product. The product is: [CH:19]1([CH2:18][C:12]([F:21])([F:11])[C:13]([O:15][CH2:16][CH3:17])=[O:14])[CH2:2][CH2:20]1. (2) Given the reactants Br[C:2]1[C:3]([CH3:29])=[C:4]([CH:26]=[CH:27][CH:28]=1)[CH2:5][NH:6][C:7]1[N:12]=[C:11]([NH:13][CH2:14][C@H:15]2[CH2:20][CH2:19][C@H:18]([CH2:21][OH:22])[CH2:17][CH2:16]2)[C:10]([N+:23]([O-:25])=[O:24])=[CH:9][N:8]=1.Cl.[CH2:31]([NH2:34])[C:32]#[CH:33].C(N(CC)CC)C, predict the reaction product. The product is: [NH2:34][CH2:31][C:32]#[C:33][C:2]1[C:3]([CH3:29])=[C:4]([CH:26]=[CH:27][CH:28]=1)[CH2:5][NH:6][C:7]1[N:12]=[C:11]([NH:13][CH2:14][CH:15]2[CH2:16][CH2:17][CH:18]([CH2:21][OH:22])[CH2:19][CH2:20]2)[C:10]([N+:23]([O-:25])=[O:24])=[CH:9][N:8]=1. (3) The product is: [ClH:24].[ClH:24].[NH2:21][C:19]1[C:18]([C:22]#[N:23])=[CH:17][N:16]=[C:15]([NH:14][CH:11]2[CH2:10][CH2:9][NH:8][CH2:13][CH2:12]2)[N:20]=1. Given the reactants C(OC([N:8]1[CH2:13][CH2:12][CH:11]([NH:14][C:15]2[N:20]=[C:19]([NH2:21])[C:18]([C:22]#[N:23])=[CH:17][N:16]=2)[CH2:10][CH2:9]1)=O)(C)(C)C.[ClH:24], predict the reaction product. (4) Given the reactants [OH:1][CH2:2][C:3]1[CH:8]=[CH:7][C:6]([OH:9])=[CH:5][CH:4]=1.C([O-])([O-])=O.[K+].[K+].[CH3:16][N:17]([CH3:21])[C:18](Cl)=[O:19], predict the reaction product. The product is: [CH3:16][N:17]([CH3:21])[C:18](=[O:19])[O:9][C:6]1[CH:7]=[CH:8][C:3]([CH2:2][OH:1])=[CH:4][CH:5]=1. (5) Given the reactants [NH2:1][C@H:2]1[CH2:7][CH2:6][C@H:5]([CH2:8][NH:9][C:10]2[N:15]=[C:14]([N:16]3[C:20]4[CH:21]=[CH:22][CH:23]=[CH:24][C:19]=4[N:18]=[C:17]3[CH:25]([F:27])[F:26])[CH:13]=[C:12]([N:28]3[CH2:33][CH2:32][O:31][CH2:30][CH2:29]3)[N:11]=2)[CH2:4][CH2:3]1.Cl[CH2:35][CH2:36][N:37]=[C:38]=[O:39].C(=O)([O-])[O-].[K+].[K+].NC(N)=O, predict the reaction product. The product is: [F:27][CH:25]([F:26])[C:17]1[N:16]([C:14]2[CH:13]=[C:12]([N:28]3[CH2:29][CH2:30][O:31][CH2:32][CH2:33]3)[N:11]=[C:10]([NH:9][CH2:8][C@H:5]3[CH2:6][CH2:7][C@H:2]([N:1]4[CH2:35][CH2:36][NH:37][C:38]4=[O:39])[CH2:3][CH2:4]3)[N:15]=2)[C:20]2[CH:21]=[CH:22][CH:23]=[CH:24][C:19]=2[N:18]=1. (6) Given the reactants [Cl:1][C:2]1[N:7]=[C:6]([NH:8][CH2:9][C@@H:10]2[CH2:15][CH2:14][CH2:13][N:12]([C:16]([O:18][C:19]([CH3:22])([CH3:21])[CH3:20])=[O:17])[CH2:11]2)[C:5]([C:23]#[C:24][C:25]2[CH:30]=[CH:29][CH:28]=[CH:27][C:26]=2[Cl:31])=[CH:4][N:3]=1.CC(C)([O-])C.[K+], predict the reaction product. The product is: [Cl:1][C:2]1[N:3]=[CH:4][C:5]2[CH:23]=[C:24]([C:25]3[CH:30]=[CH:29][CH:28]=[CH:27][C:26]=3[Cl:31])[N:8]([CH2:9][C@@H:10]3[CH2:15][CH2:14][CH2:13][N:12]([C:16]([O:18][C:19]([CH3:20])([CH3:21])[CH3:22])=[O:17])[CH2:11]3)[C:6]=2[N:7]=1.